This data is from NCI-60 drug combinations with 297,098 pairs across 59 cell lines. The task is: Regression. Given two drug SMILES strings and cell line genomic features, predict the synergy score measuring deviation from expected non-interaction effect. (1) Drug 1: CC1=C(C(=CC=C1)Cl)NC(=O)C2=CN=C(S2)NC3=CC(=NC(=N3)C)N4CCN(CC4)CCO. Drug 2: C1CN(P(=O)(OC1)NCCCl)CCCl. Cell line: TK-10. Synergy scores: CSS=38.8, Synergy_ZIP=-0.363, Synergy_Bliss=-0.141, Synergy_Loewe=-44.4, Synergy_HSA=2.33. (2) Drug 1: C(=O)(N)NO. Drug 2: CCC1(C2=C(COC1=O)C(=O)N3CC4=CC5=C(C=CC(=C5CN(C)C)O)N=C4C3=C2)O.Cl. Cell line: OVCAR-4. Synergy scores: CSS=3.95, Synergy_ZIP=-2.95, Synergy_Bliss=-1.83, Synergy_Loewe=-1.75, Synergy_HSA=-0.434.